This data is from Full USPTO retrosynthesis dataset with 1.9M reactions from patents (1976-2016). The task is: Predict the reactants needed to synthesize the given product. (1) Given the product [Br:17][C:12]1[CH:11]=[CH:10][C:9]2[C:14](=[CH:15][CH:16]=[C:7]([C:26]3[CH:27]=[CH:28][C:23]([Br:22])=[CH:24][CH:25]=3)[CH:8]=2)[CH:13]=1, predict the reactants needed to synthesize it. The reactants are: FC(F)(F)S(O[C:7]1[CH:16]=[CH:15][C:14]2[C:9](=[CH:10][CH:11]=[C:12]([Br:17])[CH:13]=2)[CH:8]=1)(=O)=O.[Li+].[Br-].[Br:22][C:23]1[CH:28]=[CH:27][C:26]([Mg]Br)=[CH:25][CH:24]=1.Cl. (2) Given the product [OH:1][C:2]1[CH:3]=[CH:4][C:5]([C:8](=[C:19]2[CH2:20][C:21]([CH3:28])([CH3:27])[O:22][C:23]([CH3:26])([CH3:25])[CH2:24]2)[C:9]2[CH:18]=[CH:17][C:12]([C:13]([OH:15])=[O:14])=[CH:11][CH:10]=2)=[CH:6][CH:7]=1, predict the reactants needed to synthesize it. The reactants are: [OH:1][C:2]1[CH:7]=[CH:6][C:5]([C:8](=[C:19]2[CH2:24][C:23]([CH3:26])([CH3:25])[O:22][C:21]([CH3:28])([CH3:27])[CH2:20]2)[C:9]2[CH:18]=[CH:17][C:12]([C:13]([O:15]C)=[O:14])=[CH:11][CH:10]=2)=[CH:4][CH:3]=1.[OH-].[Na+]. (3) The reactants are: P([O-])([O-])([O-])=[O:2].[Cl-].[K+].[Cl-].[Na+:9].[CH2:10]([S:16][S:17][CH2:18][C@H:19]([NH2:23])[C:20]([OH:22])=[O:21])[C@H:11]([NH2:15])[C:12]([OH:14])=[O:13]. Given the product [C:20](=[O:21])([O-:2])[O-:22].[Na+:9].[Na+:9].[CH2:10]([S:16][S:17][CH2:18][C@H:19]([NH2:23])[C:20]([OH:22])=[O:21])[C@H:11]([NH2:15])[C:12]([OH:14])=[O:13], predict the reactants needed to synthesize it. (4) Given the product [CH3:41][N:34]([C:35]1[CH:40]=[CH:39][CH:38]=[CH:37][CH:36]=1)[NH:33][C:31]([C:29]1[S:28][C:18]2[NH:19][N:20]=[C:16]([NH:15][C:13](=[O:14])[C:12]3[CH:42]=[CH:43][C:9]([CH2:8][N:1]4[CH2:6][CH2:5][NH:4][CH2:3][CH2:2]4)=[CH:10][CH:11]=3)[C:17]=2[CH:30]=1)=[O:32], predict the reactants needed to synthesize it. The reactants are: [NH:1]1[CH2:6][CH2:5][NH:4][CH2:3][CH2:2]1.Cl[CH2:8][C:9]1[CH:43]=[CH:42][C:12]([C:13]([NH:15][C:16]2[C:17]3[CH:30]=[C:29]([C:31]([NH:33][N:34]([CH3:41])[C:35]4[CH:40]=[CH:39][CH:38]=[CH:37][CH:36]=4)=[O:32])[S:28][C:18]=3[N:19](C(OC(C)(C)C)=O)[N:20]=2)=[O:14])=[CH:11][CH:10]=1.ClCC1C=CC(C(NC2C3C=C(C(NN(C4C=CC(Cl)=CC=4)C)=O)SC=3N(C(OC(C)(C)C)=O)N=2)=O)=CC=1.